Binary Classification. Given a drug SMILES string, predict its activity (active/inactive) in a high-throughput screening assay against a specified biological target. From a dataset of Choline transporter screen with 302,306 compounds. (1) The compound is Fc1cc(CC2(CCN(CC3CC3)CC2)C(OCC)=O)ccc1. The result is 0 (inactive). (2) The compound is S(=O)(=O)(NC)c1c(ccc(c2nnc(Nc3ccc(cc3)CC(=O)N)c3c2cccc3)c1)C. The result is 0 (inactive). (3) The compound is Clc1cc(N2CCN(S(=O)(=O)c3ncn(c3)C)CC2)ccc1. The result is 0 (inactive). (4) The molecule is O(c1cc2c(Nc3ccc(N4CCN(CC4)C)cc3)cc(nc2cc1)C)C. The result is 0 (inactive).